This data is from Full USPTO retrosynthesis dataset with 1.9M reactions from patents (1976-2016). The task is: Predict the reactants needed to synthesize the given product. (1) Given the product [O:9]=[S:7]1(=[O:10])[CH2:8][C:4]2[CH:3]=[C:2]([NH:1][CH2:22][CH2:21][C:18]3[CH:17]=[CH:16][C:15]([C:14]([F:24])([F:13])[F:23])=[CH:20][N:19]=3)[CH:12]=[CH:11][C:5]=2[CH2:6]1, predict the reactants needed to synthesize it. The reactants are: [NH2:1][C:2]1[CH:12]=[CH:11][C:5]2[CH2:6][S:7](=[O:10])(=[O:9])[CH2:8][C:4]=2[CH:3]=1.[F:13][C:14]([F:24])([F:23])[C:15]1[CH:16]=[CH:17][C:18]([CH:21]=[CH2:22])=[N:19][CH:20]=1. (2) Given the product [CH3:1][Si:2]([CH3:39])([CH3:38])[CH2:3][CH2:4][O:5][CH2:6][N:7]([CH2:30][O:31][CH2:32][CH2:33][Si:34]([CH3:37])([CH3:36])[CH3:35])[C:8]1[N:13]2[N:14]=[CH:15][C:16]([C:44]3[CH:45]=[N:46][C:41]([Cl:40])=[CH:42][CH:43]=3)=[C:12]2[N:11]=[C:10]([CH:18]2[CH2:23][CH2:22][CH:21]([CH2:24][C:25]([O:27][CH2:28][CH3:29])=[O:26])[CH2:20][CH2:19]2)[CH:9]=1, predict the reactants needed to synthesize it. The reactants are: [CH3:1][Si:2]([CH3:39])([CH3:38])[CH2:3][CH2:4][O:5][CH2:6][N:7]([CH2:30][O:31][CH2:32][CH2:33][Si:34]([CH3:37])([CH3:36])[CH3:35])[C:8]1[N:13]2[N:14]=[CH:15][C:16](I)=[C:12]2[N:11]=[C:10]([CH:18]2[CH2:23][CH2:22][CH:21]([CH2:24][C:25]([O:27][CH2:28][CH3:29])=[O:26])[CH2:20][CH2:19]2)[CH:9]=1.[Cl:40][C:41]1[N:46]=[CH:45][C:44](B2OC(C)(C)C(C)(C)O2)=[CH:43][CH:42]=1.[O-]P([O-])([O-])=O.[K+].[K+].[K+].O1CCOCC1. (3) Given the product [CH3:12][O:11][C:8]1[CH:9]=[CH:10][C:2]([C:28](=[O:37])[C:29]2[CH:34]=[CH:33][C:32]([O:35][CH3:36])=[CH:31][CH:30]=2)=[C:3]([CH:7]=1)[C:4]([OH:6])=[O:5], predict the reactants needed to synthesize it. The reactants are: Br[C:2]1[CH:10]=[CH:9][C:8]([O:11][CH3:12])=[CH:7][C:3]=1[C:4]([OH:6])=[O:5].C(=O)=O.CC(C)=O.C([Li])CCC.CON(C)[C:28](=[O:37])[C:29]1[CH:34]=[CH:33][C:32]([O:35][CH3:36])=[CH:31][CH:30]=1.